Dataset: NCI-60 drug combinations with 297,098 pairs across 59 cell lines. Task: Regression. Given two drug SMILES strings and cell line genomic features, predict the synergy score measuring deviation from expected non-interaction effect. (1) Drug 1: CCC1(CC2CC(C3=C(CCN(C2)C1)C4=CC=CC=C4N3)(C5=C(C=C6C(=C5)C78CCN9C7C(C=CC9)(C(C(C8N6C=O)(C(=O)OC)O)OC(=O)C)CC)OC)C(=O)OC)O.OS(=O)(=O)O. Drug 2: CC1C(C(CC(O1)OC2CC(CC3=C2C(=C4C(=C3O)C(=O)C5=C(C4=O)C(=CC=C5)OC)O)(C(=O)CO)O)N)O.Cl. Cell line: SK-MEL-28. Synergy scores: CSS=21.9, Synergy_ZIP=-1.60, Synergy_Bliss=-0.0452, Synergy_Loewe=-1.82, Synergy_HSA=-0.523. (2) Drug 1: CC1=CC2C(CCC3(C2CCC3(C(=O)C)OC(=O)C)C)C4(C1=CC(=O)CC4)C. Drug 2: CCCCCOC(=O)NC1=NC(=O)N(C=C1F)C2C(C(C(O2)C)O)O. Cell line: SK-OV-3. Synergy scores: CSS=-2.61, Synergy_ZIP=0.127, Synergy_Bliss=-1.68, Synergy_Loewe=-7.06, Synergy_HSA=-3.08. (3) Drug 1: CC12CCC3C(C1CCC2=O)CC(=C)C4=CC(=O)C=CC34C. Drug 2: C1C(C(OC1N2C=C(C(=O)NC2=O)F)CO)O. Cell line: DU-145. Synergy scores: CSS=70.9, Synergy_ZIP=-0.791, Synergy_Bliss=-0.00198, Synergy_Loewe=-0.118, Synergy_HSA=3.66. (4) Drug 1: CC12CCC3C(C1CCC2O)C(CC4=C3C=CC(=C4)O)CCCCCCCCCS(=O)CCCC(C(F)(F)F)(F)F. Drug 2: N.N.Cl[Pt+2]Cl. Cell line: COLO 205. Synergy scores: CSS=40.8, Synergy_ZIP=-10.2, Synergy_Bliss=-2.87, Synergy_Loewe=6.76, Synergy_HSA=3.84. (5) Drug 1: C1CCC(CC1)NC(=O)N(CCCl)N=O. Drug 2: C1C(C(OC1N2C=NC(=NC2=O)N)CO)O. Cell line: MDA-MB-435. Synergy scores: CSS=11.1, Synergy_ZIP=1.84, Synergy_Bliss=5.61, Synergy_Loewe=-3.35, Synergy_HSA=0.414. (6) Drug 1: CC1CCC2CC(C(=CC=CC=CC(CC(C(=O)C(C(C(=CC(C(=O)CC(OC(=O)C3CCCCN3C(=O)C(=O)C1(O2)O)C(C)CC4CCC(C(C4)OC)OCCO)C)C)O)OC)C)C)C)OC. Drug 2: CCCCC(=O)OCC(=O)C1(CC(C2=C(C1)C(=C3C(=C2O)C(=O)C4=C(C3=O)C=CC=C4OC)O)OC5CC(C(C(O5)C)O)NC(=O)C(F)(F)F)O. Cell line: SF-295. Synergy scores: CSS=65.6, Synergy_ZIP=-1.61, Synergy_Bliss=0.303, Synergy_Loewe=-27.6, Synergy_HSA=3.42. (7) Drug 1: C1=NC(=NC(=O)N1C2C(C(C(O2)CO)O)O)N. Drug 2: CN1C2=C(C=C(C=C2)N(CCCl)CCCl)N=C1CCCC(=O)O.Cl. Cell line: NCI-H322M. Synergy scores: CSS=18.1, Synergy_ZIP=0.591, Synergy_Bliss=-0.832, Synergy_Loewe=-34.9, Synergy_HSA=-1.81.